From a dataset of Catalyst prediction with 721,799 reactions and 888 catalyst types from USPTO. Predict which catalyst facilitates the given reaction. (1) Product: [Cl:1][C:2]1[C:3]([NH2:19])=[CH:4][C:5]2[O:9][C:8]([N:10]3[CH2:16][CH2:15][CH2:14][N:13]([CH3:17])[CH2:12][CH2:11]3)=[N:7][C:6]=2[CH:18]=1. The catalyst class is: 19. Reactant: [Cl:1][C:2]1[C:3]([N+:19]([O-])=O)=[CH:4][C:5]2[O:9][C:8]([N:10]3[CH2:16][CH2:15][CH2:14][N:13]([CH3:17])[CH2:12][CH2:11]3)=[N:7][C:6]=2[CH:18]=1.Cl.[H][H]. (2) Reactant: [F:1][C:2]([F:13])([C:9]([F:12])([F:11])[F:10])[CH2:3][CH:4]([C:7]#[N:8])[C:5]#[N:6].FC(F)(F)S(O[CH2:20][C:21]([F:27])([F:26])[C:22]([F:25])([F:24])[F:23])(=O)=O.C(=O)([O-])[O-].[K+].[K+].Cl. Product: [F:1][C:2]([F:13])([C:9]([F:10])([F:11])[F:12])[CH2:3][C:4]([CH2:20][C:21]([F:27])([F:26])[C:22]([F:25])([F:24])[F:23])([C:7]#[N:8])[C:5]#[N:6]. The catalyst class is: 21. (3) Reactant: [CH2:1]([O:8][C:9]([C:11]1([N:16]([S:21]([C:24]2[CH:29]=[CH:28][C:27]([C:30]3[CH:35]=[CH:34][C:33]([F:36])=[CH:32][CH:31]=3)=[CH:26][CH:25]=2)(=[O:23])=[O:22])[CH2:17][CH2:18][CH2:19][OH:20])[CH2:15][CH2:14][CH2:13][CH2:12]1)=[O:10])[C:2]1[CH:7]=[CH:6][CH:5]=[CH:4][CH:3]=1.CC(C)=[O:39].OS(O)(=O)=O.O=[Cr](=O)=O. Product: [CH2:1]([O:8][C:9]([C:11]1([N:16]([CH2:17][CH2:18][C:19]([OH:39])=[O:20])[S:21]([C:24]2[CH:25]=[CH:26][C:27]([C:30]3[CH:35]=[CH:34][C:33]([F:36])=[CH:32][CH:31]=3)=[CH:28][CH:29]=2)(=[O:23])=[O:22])[CH2:15][CH2:14][CH2:13][CH2:12]1)=[O:10])[C:2]1[CH:3]=[CH:4][CH:5]=[CH:6][CH:7]=1. The catalyst class is: 21. (4) Reactant: [NH:1]1[C:9]2[C:8]([C:10]([O:12]C)=[O:11])=[CH:7][CH:6]=[C:5]([C:14]([O:16][C:17]([CH3:20])([CH3:19])[CH3:18])=[O:15])[C:4]=2[CH:3]=[CH:2]1.O1CCCC1.O.[OH-].[Li+]. Product: [C:17]([O:16][C:14]([C:5]1[CH:6]=[CH:7][C:8]([C:10]([OH:12])=[O:11])=[C:9]2[C:4]=1[CH:3]=[CH:2][NH:1]2)=[O:15])([CH3:20])([CH3:18])[CH3:19]. The catalyst class is: 5. (5) Reactant: C([O:3][C:4](=[O:33])[CH2:5][CH2:6][C:7]1[N:8]([C:23]2[CH:28]=[CH:27][C:26]([C:29](=[O:31])[NH2:30])=[CH:25][C:24]=2[CH3:32])[C:9]([C:12]2[CH:17]=[CH:16][C:15]([C:18]3[N:19]=[N:20][NH:21][N:22]=3)=[CH:14][CH:13]=2)=[CH:10][CH:11]=1)C.[OH-].[Li+]. Product: [N:22]1[NH:21][N:20]=[N:19][C:18]=1[C:15]1[CH:16]=[CH:17][C:12]([C:9]2[N:8]([C:23]3[CH:28]=[CH:27][C:26]([C:29](=[O:31])[NH2:30])=[CH:25][C:24]=3[CH3:32])[C:7]([CH2:6][CH2:5][C:4]([OH:33])=[O:3])=[CH:11][CH:10]=2)=[CH:13][CH:14]=1. The catalyst class is: 92. (6) Reactant: [CH:1]1([S:4]([C:7]2[CH:12]=[CH:11][C:10]([CH:13]([O:17][C:18]3[CH:23]=[CH:22][C:21]([F:24])=[CH:20][C:19]=3[F:25])[C:14]([OH:16])=O)=[CH:9][CH:8]=2)(=[O:6])=[O:5])[CH2:3][CH2:2]1.CN(C=O)C.C(Cl)(=O)C(Cl)=O.[NH2:37][C:38]1[N:43]=[CH:42][C:41]([C:44]([O:46][C:47]([CH3:50])([CH3:49])[CH3:48])=[O:45])=[CH:40][CH:39]=1.N1C=CC=CC=1. Product: [CH:1]1([S:4]([C:7]2[CH:12]=[CH:11][C:10]([CH:13]([O:17][C:18]3[CH:23]=[CH:22][C:21]([F:24])=[CH:20][C:19]=3[F:25])[C:14]([NH:37][C:38]3[N:43]=[CH:42][C:41]([C:44]([O:46][C:47]([CH3:50])([CH3:49])[CH3:48])=[O:45])=[CH:40][CH:39]=3)=[O:16])=[CH:9][CH:8]=2)(=[O:6])=[O:5])[CH2:3][CH2:2]1. The catalyst class is: 2. (7) Product: [N:1]1([C:7]2[N:12]=[C:11]([N:13]3[CH2:18][CH2:17][O:16][CH2:15][CH2:14]3)[N:10]=[C:9]([C:19]3[CH:25]=[CH:24][C:22]([NH:23][C:27]([NH:45][C:46]4[CH:51]=[CH:50][C:49]([CH:52]([OH:54])[CH3:53])=[CH:48][CH:47]=4)=[O:29])=[CH:21][CH:20]=3)[N:8]=2)[CH2:2][CH2:3][O:4][CH2:5][CH2:6]1. The catalyst class is: 2. Reactant: [N:1]1([C:7]2[N:12]=[C:11]([N:13]3[CH2:18][CH2:17][O:16][CH2:15][CH2:14]3)[N:10]=[C:9]([C:19]3[CH:25]=[CH:24][C:22]([NH2:23])=[CH:21][CH:20]=3)[N:8]=2)[CH2:6][CH2:5][O:4][CH2:3][CH2:2]1.Cl[C:27](Cl)([O:29]C(=O)OC(Cl)(Cl)Cl)Cl.CCN(CC)CC.[NH2:45][C:46]1[CH:51]=[CH:50][C:49]([CH:52]([OH:54])[CH3:53])=[CH:48][CH:47]=1. (8) Reactant: [O:1]=[C:2]([CH2:9][CH2:10][CH3:11])[CH2:3][C:4]([O:6][CH2:7][CH3:8])=[O:5].[Cl:12][C:13]1[CH:20]=[CH:19][CH:18]=[CH:17][C:14]=1[CH:15]=O.N1CCCCC1.C(O)(=O)C. Product: [Cl:12][C:13]1[CH:20]=[CH:19][CH:18]=[CH:17][C:14]=1[CH:15]=[C:3]([C:2](=[O:1])[CH2:9][CH2:10][CH3:11])[C:4]([O:6][CH2:7][CH3:8])=[O:5]. The catalyst class is: 48. (9) Reactant: [C:1]([C:4]1[CH:9]=[CH:8][C:7]([C:10]2[C:30]([Cl:31])=[CH:29][C:13]3[NH:14][C:15]([O:17][C:18]4[CH:19]=[CH:20][C:21]([CH3:28])=[C:22]([CH:27]=4)[C:23]([O:25][CH3:26])=[O:24])=[N:16][C:12]=3[CH:11]=2)=[CH:6][CH:5]=1)(=[O:3])[CH3:2].[BH4-].[Na+]. Product: [Cl:31][C:30]1[C:10]([C:7]2[CH:6]=[CH:5][C:4]([CH:1]([OH:3])[CH3:2])=[CH:9][CH:8]=2)=[CH:11][C:12]2[N:16]=[C:15]([O:17][C:18]3[CH:19]=[CH:20][C:21]([CH3:28])=[C:22]([CH:27]=3)[C:23]([O:25][CH3:26])=[O:24])[NH:14][C:13]=2[CH:29]=1. The catalyst class is: 24.